From a dataset of Forward reaction prediction with 1.9M reactions from USPTO patents (1976-2016). Predict the product of the given reaction. (1) Given the reactants [Cl:1][C:2]1[CH:3]=[CH:4][C:5]([NH:8][C:9](=[O:31])[C:10]2[CH:15]=[C:14]([C:16]([O:18]C)=[O:17])[CH:13]=[CH:12][C:11]=2[NH:20][CH2:21][CH:22]2[CH2:27][CH2:26][N:25]([CH:28]([CH3:30])[CH3:29])[CH2:24][CH2:23]2)=[N:6][CH:7]=1.CO.O.O.O.O.O.O.O.O.[OH-].[Ba+2].[OH-].[ClH:45], predict the reaction product. The product is: [ClH:1].[ClH:45].[ClH:1].[C:16]([C:14]1[CH:13]=[CH:12][C:11]([NH:20][CH2:21][CH:22]2[CH2:27][CH2:26][N:25]([CH:28]([CH3:30])[CH3:29])[CH2:24][CH2:23]2)=[C:10]([CH:15]=1)[C:9]([NH:8][C:5]1[CH:4]=[CH:3][C:2]([Cl:1])=[CH:7][N:6]=1)=[O:31])([OH:18])=[O:17]. (2) Given the reactants [ClH:1].[CH3:2][C@:3]([NH2:18])([C:12]1[CH:17]=[CH:16][CH:15]=[CH:14][CH:13]=1)[C:4]([N:6]1[CH2:11][CH2:10][O:9][CH2:8][CH2:7]1)=O.CSC.B, predict the reaction product. The product is: [ClH:1].[ClH:1].[CH3:2][C@:3]([NH2:18])([C:12]1[CH:17]=[CH:16][CH:15]=[CH:14][CH:13]=1)[CH2:4][N:6]1[CH2:7][CH2:8][O:9][CH2:10][CH2:11]1. (3) Given the reactants C([Cl:4])(=O)C.[NH2:5][C:6]1[NH:10][N:9]=[C:8]([NH:11][C:12]2[CH:17]=[C:16]([C:18]([F:21])([F:20])[F:19])[C:15]([C:22]3[CH:27]=[CH:26][C:25]([O:28][CH3:29])=[C:24]([S:30]([N:33]4[CH2:38][CH2:37][N:36](C(OC(C)(C)C)=O)[CH2:35][CH2:34]4)(=[O:32])=[O:31])[CH:23]=3)=[C:14]([Cl:46])[CH:13]=2)[N:7]=1, predict the reaction product. The product is: [ClH:4].[Cl:46][C:14]1[CH:13]=[C:12]([NH:11][C:8]2[N:7]=[C:6]([NH2:5])[NH:10][N:9]=2)[CH:17]=[C:16]([C:18]([F:21])([F:19])[F:20])[C:15]=1[C:22]1[CH:27]=[CH:26][C:25]([O:28][CH3:29])=[C:24]([S:30]([N:33]2[CH2:34][CH2:35][NH:36][CH2:37][CH2:38]2)(=[O:31])=[O:32])[CH:23]=1.